This data is from Peptide-MHC class I binding affinity with 185,985 pairs from IEDB/IMGT. The task is: Regression. Given a peptide amino acid sequence and an MHC pseudo amino acid sequence, predict their binding affinity value. This is MHC class I binding data. (1) The peptide sequence is QRRQRKRRWRR. The MHC is Mamu-B08 with pseudo-sequence Mamu-B08. The binding affinity (normalized) is 0.322. (2) The peptide sequence is IMNEGWASF. The MHC is HLA-B08:03 with pseudo-sequence HLA-B08:03. The binding affinity (normalized) is 0.0847. (3) The peptide sequence is HLIFCHSKKK. The MHC is HLA-A03:01 with pseudo-sequence HLA-A03:01. The binding affinity (normalized) is 0.450. (4) The binding affinity (normalized) is 0.380. The MHC is SLA-10401 with pseudo-sequence SLA-10401. The peptide sequence is YTFEPHYFY. (5) The peptide sequence is LSDAARLFL. The MHC is HLA-A29:02 with pseudo-sequence HLA-A29:02. The binding affinity (normalized) is 0.0847. (6) The peptide sequence is STDTRHIPQ. The MHC is HLA-A30:01 with pseudo-sequence HLA-A30:01. The binding affinity (normalized) is 0.0847. (7) The peptide sequence is EEIAVQNWLA. The MHC is HLA-B44:03 with pseudo-sequence HLA-B44:03. The binding affinity (normalized) is 0.439. (8) The MHC is HLA-A26:01 with pseudo-sequence HLA-A26:01. The peptide sequence is VPAQNAIST. The binding affinity (normalized) is 0.0847. (9) The peptide sequence is DHIPIINTL. The MHC is HLA-B46:01 with pseudo-sequence HLA-B46:01. The binding affinity (normalized) is 0.0847.